This data is from Reaction yield outcomes from USPTO patents with 853,638 reactions. The task is: Predict the reaction yield, written as a fraction of the theoretical maximum amount of product (1.0 means a 100% yield; for example, 0.34 means a 34% yield). (1) The reactants are [CH2:1]([C@H:8]1[C@H:12]([CH2:13][CH:14]([NH:23][C:24]([O:26][CH2:27][C:28]2[CH:33]=[CH:32][CH:31]=[CH:30][CH:29]=2)=[O:25])[CH2:15][C:16]2[CH:21]=[CH:20][C:19](Br)=[CH:18][CH:17]=2)[O:11][C:10]([CH3:35])([CH3:34])[N:9]1[C:36]([O:38][C:39]([CH3:42])([CH3:41])[CH3:40])=[O:37])[C:2]1[CH:7]=[CH:6][CH:5]=[CH:4][CH:3]=1.[CH3:43][C:44]1[CH:45]=[CH:46][C:47]([Sn](CCCC)(CCCC)CCCC)=[N:48][CH:49]=1. The catalyst is CN(C=O)C.Cl[Pd](Cl)([P](C1C=CC=CC=1)(C1C=CC=CC=1)C1C=CC=CC=1)[P](C1C=CC=CC=1)(C1C=CC=CC=1)C1C=CC=CC=1. The product is [CH2:1]([C@H:8]1[C@H:12]([CH2:13][CH:14]([NH:23][C:24]([O:26][CH2:27][C:28]2[CH:33]=[CH:32][CH:31]=[CH:30][CH:29]=2)=[O:25])[CH2:15][C:16]2[CH:21]=[CH:20][C:19]([C:47]3[CH:46]=[CH:45][C:44]([CH3:43])=[CH:49][N:48]=3)=[CH:18][CH:17]=2)[O:11][C:10]([CH3:35])([CH3:34])[N:9]1[C:36]([O:38][C:39]([CH3:42])([CH3:41])[CH3:40])=[O:37])[C:2]1[CH:7]=[CH:6][CH:5]=[CH:4][CH:3]=1. The yield is 0.630. (2) The reactants are Br[C:2]1[C:3]([C:15]([OH:17])=[O:16])=[N:4][C:5]([C:8]2[CH:13]=[CH:12][CH:11]=[CH:10][C:9]=2[F:14])=[N:6][CH:7]=1.[OH-].[NH4+:19]. The catalyst is [O-]S([O-])(=O)=O.[Cu+2]. The product is [NH2:19][C:2]1[C:3]([C:15]([OH:17])=[O:16])=[N:4][C:5]([C:8]2[CH:13]=[CH:12][CH:11]=[CH:10][C:9]=2[F:14])=[N:6][CH:7]=1. The yield is 0.530. (3) The reactants are [F:1][C:2]([F:7])([F:6])[C:3]([OH:5])=[O:4].[F:8][C:9]([F:14])([F:13])[C:10]([OH:12])=[O:11].FC(F)(F)C(O)=O.[Cl:22][C:23]1[CH:24]=[N:25][C:26]2[NH:27][C:28]3[CH:29]=[N:30][CH:31]=[C:32]([CH:53]=3)[CH2:33][CH2:34][C:35]3[CH:43]=[C:39]([NH:40][C:41]=1[N:42]=2)[CH:38]=[CH:37][C:36]=3[O:44][CH2:45][CH2:46][CH:47]1[CH2:52][CH2:51][NH:50][CH2:49][CH2:48]1.[F:54][C:55]1[CH:60]=[CH:59][C:58]([N:61]=[C:62]=[O:63])=[CH:57][CH:56]=1. No catalyst specified. The product is [F:1][C:2]([F:7])([F:6])[C:3]([OH:5])=[O:4].[F:8][C:9]([F:14])([F:13])[C:10]([OH:12])=[O:11].[Cl:22][C:23]1[CH:24]=[N:25][C:26]2[NH:27][C:28]3[CH:29]=[N:30][CH:31]=[C:32]([CH:53]=3)[CH2:33][CH2:34][C:35]3[CH:43]=[C:39]([NH:40][C:41]=1[N:42]=2)[CH:38]=[CH:37][C:36]=3[O:44][CH2:45][CH2:46][CH:47]1[CH2:48][CH2:49][N:50]([C:62]([NH:61][C:58]2[CH:59]=[CH:60][C:55]([F:54])=[CH:56][CH:57]=2)=[O:63])[CH2:51][CH2:52]1. The yield is 0.400. (4) The reactants are [C:1](Cl)(=[O:3])[CH3:2].[Cl:5][C:6]1[CH:7]=[CH:8][C:9]2[N:15]([CH2:16][C:17]([CH3:21])([CH3:20])[CH2:18][OH:19])[C:14](=[O:22])[C@@H:13]([CH2:23][C:24]([NH:26][C:27]3[C:28]([O:40][CH3:41])=[C:29]([O:38][CH3:39])[CH:30]=[C:31]([CH2:33][CH2:34][C:35]([OH:37])=[O:36])[CH:32]=3)=[O:25])[O:12][C@H:11]([C:42]3[CH:47]=[CH:46][CH:45]=[C:44]([O:48][CH3:49])[C:43]=3[O:50][CH3:51])[C:10]=2[CH:52]=1.N1C=CC=CC=1.C(OCC)(=O)C. The catalyst is O. The product is [C:1]([O:19][CH2:18][C:17]([CH3:20])([CH3:21])[CH2:16][N:15]1[C:9]2[CH:8]=[CH:7][C:6]([Cl:5])=[CH:52][C:10]=2[C@@H:11]([C:42]2[CH:47]=[CH:46][CH:45]=[C:44]([O:48][CH3:49])[C:43]=2[O:50][CH3:51])[O:12][C@H:13]([CH2:23][C:24]([NH:26][C:27]2[C:28]([O:40][CH3:41])=[C:29]([O:38][CH3:39])[CH:30]=[C:31]([CH2:33][CH2:34][C:35]([OH:37])=[O:36])[CH:32]=2)=[O:25])[C:14]1=[O:22])(=[O:3])[CH3:2]. The yield is 0.800. (5) The reactants are [CH3:1][O:2][C:3]1[CH:8]=[CH:7][CH:6]=[CH:5][C:4]=1[C:9]1[N:13]=[C:12]([C:14]2[CH:19]=[CH:18][C:17]([N:20]3[CH2:25][CH2:24][O:23][CH2:22][CH2:21]3)=[C:16]([N+:26]([O-])=O)[CH:15]=2)[O:11][N:10]=1. The catalyst is CCO. The product is [CH3:1][O:2][C:3]1[CH:8]=[CH:7][CH:6]=[CH:5][C:4]=1[C:9]1[N:13]=[C:12]([C:14]2[CH:19]=[CH:18][C:17]([N:20]3[CH2:25][CH2:24][O:23][CH2:22][CH2:21]3)=[C:16]([CH:15]=2)[NH2:26])[O:11][N:10]=1. The yield is 0.820.